The task is: Regression. Given two drug SMILES strings and cell line genomic features, predict the synergy score measuring deviation from expected non-interaction effect.. This data is from NCI-60 drug combinations with 297,098 pairs across 59 cell lines. (1) Drug 1: CC1CCC2CC(C(=CC=CC=CC(CC(C(=O)C(C(C(=CC(C(=O)CC(OC(=O)C3CCCCN3C(=O)C(=O)C1(O2)O)C(C)CC4CCC(C(C4)OC)OCCO)C)C)O)OC)C)C)C)OC. Drug 2: CN1C2=C(C=C(C=C2)N(CCCl)CCCl)N=C1CCCC(=O)O.Cl. Cell line: A498. Synergy scores: CSS=5.54, Synergy_ZIP=-4.59, Synergy_Bliss=1.68, Synergy_Loewe=-9.28, Synergy_HSA=-1.01. (2) Drug 2: B(C(CC(C)C)NC(=O)C(CC1=CC=CC=C1)NC(=O)C2=NC=CN=C2)(O)O. Cell line: MCF7. Synergy scores: CSS=32.6, Synergy_ZIP=4.07, Synergy_Bliss=12.1, Synergy_Loewe=-25.5, Synergy_HSA=4.23. Drug 1: CN1C2=C(C=C(C=C2)N(CCCl)CCCl)N=C1CCCC(=O)O.Cl. (3) Cell line: SF-539. Drug 2: C1=CN(C=N1)CC(O)(P(=O)(O)O)P(=O)(O)O. Synergy scores: CSS=30.6, Synergy_ZIP=-0.140, Synergy_Bliss=0.210, Synergy_Loewe=-45.4, Synergy_HSA=-0.564. Drug 1: CCC1=C2CN3C(=CC4=C(C3=O)COC(=O)C4(CC)O)C2=NC5=C1C=C(C=C5)O. (4) Cell line: NCI-H322M. Drug 2: COC1=C2C(=CC3=C1OC=C3)C=CC(=O)O2. Drug 1: C1=CC=C(C=C1)NC(=O)CCCCCCC(=O)NO. Synergy scores: CSS=6.45, Synergy_ZIP=-1.57, Synergy_Bliss=0.514, Synergy_Loewe=0.153, Synergy_HSA=1.59.